From a dataset of NCI-60 drug combinations with 297,098 pairs across 59 cell lines. Regression. Given two drug SMILES strings and cell line genomic features, predict the synergy score measuring deviation from expected non-interaction effect. Drug 1: COC1=CC(=CC(=C1O)OC)C2C3C(COC3=O)C(C4=CC5=C(C=C24)OCO5)OC6C(C(C7C(O6)COC(O7)C8=CC=CS8)O)O. Drug 2: CC12CCC3C(C1CCC2O)C(CC4=C3C=CC(=C4)O)CCCCCCCCCS(=O)CCCC(C(F)(F)F)(F)F. Cell line: DU-145. Synergy scores: CSS=47.0, Synergy_ZIP=3.56, Synergy_Bliss=5.93, Synergy_Loewe=-13.3, Synergy_HSA=6.55.